Dataset: Full USPTO retrosynthesis dataset with 1.9M reactions from patents (1976-2016). Task: Predict the reactants needed to synthesize the given product. (1) The reactants are: C[Al](C)C.C1(C)C=CC=CC=1.[NH:12]1[CH2:17][CH2:16][O:15][CH2:14][CH2:13]1.C([O:20][C:21](=O)[CH2:22][C:23]1[N:24]=[C:25]2[CH:30]=[CH:29][C:28]([Br:31])=[CH:27][N:26]2[CH:32]=1)C. Given the product [Br:31][C:28]1[CH:29]=[CH:30][C:25]2[N:26]([CH:32]=[C:23]([CH2:22][C:21]([N:12]3[CH2:17][CH2:16][O:15][CH2:14][CH2:13]3)=[O:20])[N:24]=2)[CH:27]=1, predict the reactants needed to synthesize it. (2) Given the product [F:30][C:31]1([F:45])[CH2:35][N:34]([C:36]([O:38][C:39]([CH3:42])([CH3:41])[CH3:40])=[O:37])[CH:33]([CH:43]=[CH:2][O:3][CH3:4])[CH2:32]1, predict the reactants needed to synthesize it. The reactants are: [Cl-].[CH3:2][O:3][CH2:4][P+](C1C=CC=CC=1)(C1C=CC=CC=1)C1C=CC=CC=1.CC(C)([O-])C.[K+].[F:30][C:31]1([F:45])[CH2:35][N:34]([C:36]([O:38][C:39]([CH3:42])([CH3:41])[CH3:40])=[O:37])[C@H:33]([CH:43]=O)[CH2:32]1. (3) Given the product [Cl:1][C:2]1[CH:20]=[CH:19][C:5]([O:6][C:7]2[C:8](=[O:9])[NH:35][C:34]([NH:33][C:31]3[CH:30]=[CH:29][CH:28]=[C:27]([O:26][CH3:25])[N:32]=3)=[N:36][C:13]=2[C:14]([F:17])([F:16])[F:15])=[CH:4][C:3]=1[C:21]([F:22])([F:23])[F:24], predict the reactants needed to synthesize it. The reactants are: [Cl:1][C:2]1[CH:20]=[CH:19][C:5]([O:6][CH:7]([C:13](=O)[C:14]([F:17])([F:16])[F:15])[C:8](OCC)=[O:9])=[CH:4][C:3]=1[C:21]([F:24])([F:23])[F:22].[CH3:25][O:26][C:27]1[N:32]=[C:31]([NH:33][C:34]([NH2:36])=[NH:35])[CH:30]=[CH:29][CH:28]=1.C(N(CC)C(C)C)(C)C. (4) Given the product [Cl:1][C:2]1[N:7]=[CH:6][C:5]2[N:8]=[C:9]([CH2:17][O:18][CH:19]3[CH2:20][CH2:34][CH2:33][CH2:32][O:21]3)[N:10]([C@H:11]([CH3:16])[C:12]([F:14])([F:15])[F:13])[C:4]=2[CH:3]=1, predict the reactants needed to synthesize it. The reactants are: [Cl:1][C:2]1[N:7]=[CH:6][C:5]2[N:8]=[C:9]([CH2:17][O:18][C:19](=[O:21])[CH3:20])[N:10]([C@H:11]([CH3:16])[C:12]([F:15])([F:14])[F:13])[C:4]=2[CH:3]=1.O.[OH-].[Li+].Cl.C(=O)(O)[O-].[Na+].O1C=C[CH2:34][CH2:33][CH2:32]1.C1(C)C=CC(S(O)(=O)=O)=CC=1. (5) Given the product [C:22]([O:26][C:27]([N:12]1[CH2:11][CH:10]=[C:9]([C:6]2[CH:7]=[CH:8][C:3]([Cl:2])=[CH:4][CH:5]=2)[CH2:14][CH2:13]1)=[O:28])([CH3:25])([CH3:24])[CH3:23], predict the reactants needed to synthesize it. The reactants are: Cl.[Cl:2][C:3]1[CH:8]=[CH:7][C:6]([C:9]2[CH2:10][CH2:11][NH:12][CH2:13][CH:14]=2)=[CH:5][CH:4]=1.C(N(CC)CC)C.[C:22]([O:26][C:27](O[C:27]([O:26][C:22]([CH3:25])([CH3:24])[CH3:23])=[O:28])=[O:28])([CH3:25])([CH3:24])[CH3:23].